This data is from Reaction yield outcomes from USPTO patents with 853,638 reactions. The task is: Predict the reaction yield, written as a fraction of the theoretical maximum amount of product (1.0 means a 100% yield; for example, 0.34 means a 34% yield). (1) The reactants are [CH3:1][O:2][C:3](=[O:25])[CH2:4][C@@H:5]1[C@H:7]([C:8]([O:10][C:11]([C@H]2[C@@H](CC(=O)OC)C2(C)C)=O)=[O:9])[C:6]1([CH3:24])[CH3:23].[CH2:26]([N:28]1[CH2:33][CH2:32][N:31]([C:34]([C@:36]23[CH2:62][CH2:61][C@@H:60]([C:63]([CH3:65])=[CH2:64])[C@@H:37]2[C@@H:38]2[C@@:51]([CH3:54])([CH2:52][CH2:53]3)[C@@:50]3([CH3:55])[C@@H:41]([C@:42]4([CH3:59])[C@@H:47]([CH2:48][CH2:49]3)[C:46](C)([CH3:56])[C@@H:45](O)[CH2:44][CH2:43]4)[CH2:40][CH2:39]2)=[O:35])[CH2:30][CH2:29]1)[CH3:27]. The catalyst is C1(C)C=CC=CC=1.CN(C1C=CN=CC=1)C.ClCCl. The product is [CH3:1][O:2][C:3](=[O:25])[CH2:4][C@@H:5]1[C@H:7]([C:8]([O:10][C@H:11]2[CH2:44][CH2:43][C@@:42]3([CH3:59])[C@@H:47]([CH2:48][CH2:49][C@:50]4([CH3:55])[C@@H:41]3[CH2:40][CH2:39][C@H:38]3[C@@:51]4([CH3:54])[CH2:52][CH2:53][C@@:36]4([C:34]([N:31]5[CH2:30][CH2:29][N:28]([CH2:26][CH3:27])[CH2:33][CH2:32]5)=[O:35])[CH2:62][CH2:61][C@@H:60]([C:63]([CH3:65])=[CH2:64])[C@@H:37]43)[C:46]2([CH3:56])[CH3:45])=[O:9])[C:6]1([CH3:23])[CH3:24]. The yield is 0.760. (2) The reactants are [BH4-].[Na+].[Si:3]([O:10][CH2:11][C:12]1[CH:13]=[C:14]([CH:19]=[C:20]([Cl:22])[CH:21]=1)[C:15](OC)=[O:16])([C:6]([CH3:9])([CH3:8])[CH3:7])([CH3:5])[CH3:4]. The catalyst is CO.C(Cl)Cl. The product is [Si:3]([O:10][CH2:11][C:12]1[CH:13]=[C:14]([CH2:15][OH:16])[CH:19]=[C:20]([Cl:22])[CH:21]=1)([C:6]([CH3:9])([CH3:8])[CH3:7])([CH3:5])[CH3:4]. The yield is 0.370. (3) The reactants are [Br:1][C:2]1[CH:3]=[N:4][C:5](I)=[N:6][CH:7]=1.C([Li])CCC.[O:14]1[CH2:17][C:16](=[O:18])[CH2:15]1. The catalyst is C1(C)C=CC=CC=1.O. The product is [Br:1][C:2]1[CH:3]=[N:4][C:5]([C:16]2([OH:18])[CH2:17][O:14][CH2:15]2)=[N:6][CH:7]=1. The yield is 0.420. (4) The reactants are Cl.[F:2][C:3]1[CH:16]=[CH:15][C:6]([C:7]([CH:9]2[CH2:14][CH2:13][NH:12][CH2:11][CH2:10]2)=[O:8])=[CH:5][CH:4]=1.C(N(CC)CC)C.[F:24][C:25]1[CH:30]=[CH:29][C:28]([N:31]=[C:32]=[O:33])=[CH:27][CH:26]=1. The catalyst is C(Cl)Cl. The product is [F:24][C:25]1[CH:30]=[CH:29][C:28]([NH:31][C:32]([N:12]2[CH2:13][CH2:14][CH:9]([C:7](=[O:8])[C:6]3[CH:5]=[CH:4][C:3]([F:2])=[CH:16][CH:15]=3)[CH2:10][CH2:11]2)=[O:33])=[CH:27][CH:26]=1. The yield is 0.540. (5) The reactants are [Cl:1][C:2]1[C:7]([O:8][CH:9]([CH3:11])[CH3:10])=[CH:6][C:5]([NH:12][CH:13]2[CH2:18][CH2:17][N:16]([C:19]([O:21][C:22]([CH3:25])([CH3:24])[CH3:23])=[O:20])[CH2:15][CH2:14]2)=[C:4]([N+:26]([O-])=O)[CH:3]=1.O.NN. The catalyst is C(O)C.[Ni]. The product is [NH2:26][C:4]1[CH:3]=[C:2]([Cl:1])[C:7]([O:8][CH:9]([CH3:11])[CH3:10])=[CH:6][C:5]=1[NH:12][CH:13]1[CH2:18][CH2:17][N:16]([C:19]([O:21][C:22]([CH3:24])([CH3:23])[CH3:25])=[O:20])[CH2:15][CH2:14]1. The yield is 0.830. (6) The reactants are [Cl:1][C:2]1[CH:3]=[CH:4][C:5]([CH3:11])=[C:6]([N:8]=[C:9]=[S:10])[CH:7]=1.[NH2:12][C:13]1[S:14][CH:15]=[CH:16][N:17]=1. No catalyst specified. The product is [Cl:1][C:2]1[CH:3]=[CH:4][C:5]([CH3:11])=[C:6]([NH:8][C:9]([NH:12][C:13]2[S:14][CH:15]=[CH:16][N:17]=2)=[S:10])[CH:7]=1. The yield is 0.770.